This data is from Full USPTO retrosynthesis dataset with 1.9M reactions from patents (1976-2016). The task is: Predict the reactants needed to synthesize the given product. (1) Given the product [Cl:1][C:2]1[CH:9]=[CH:8][C:5]([CH:6]=[O:7])=[C:4]([N:11]2[CH2:15][CH2:14][CH2:13][CH2:12]2)[CH:3]=1, predict the reactants needed to synthesize it. The reactants are: [Cl:1][C:2]1[CH:9]=[CH:8][C:5]([CH:6]=[O:7])=[C:4](F)[CH:3]=1.[NH:11]1[CH2:15][CH2:14][CH2:13][CH2:12]1. (2) Given the product [F:1][C:2]1[CH:10]=[C:9]([F:11])[CH:8]=[C:7]([F:12])[C:3]=1[C:4]([N:19]=[N+:20]=[N-:21])=[O:5], predict the reactants needed to synthesize it. The reactants are: [F:1][C:2]1[CH:10]=[C:9]([F:11])[CH:8]=[C:7]([F:12])[C:3]=1[C:4](O)=[O:5].P(Cl)(Cl)(Cl)(Cl)Cl.[N-:19]=[N+:20]=[N-:21].[Na+]. (3) The reactants are: [OH:1][C@H:2]1[C@H:7]([N:8]2[CH2:12][CH2:11][O:10][C:9]2=C)[CH2:6][CH2:5][N:4](C(OC(C)(C)C)=O)[CH2:3]1.[C:21]([OH:27])([C:23]([F:26])([F:25])[F:24])=[O:22]. Given the product [OH:27][C:21]([C:23]([F:26])([F:25])[F:24])=[O:22].[OH:1][C@H:2]1[C@H:7]([N:8]2[CH2:12][CH2:11][O:10][C:9]2=[O:22])[CH2:6][CH2:5][NH:4][CH2:3]1, predict the reactants needed to synthesize it. (4) Given the product [CH3:13][O:12][C:10](=[O:11])[C:9]([C:4]1[CH:5]=[C:6]([F:8])[CH:7]=[C:2]([Br:1])[CH:3]=1)=[C:42]1[CH2:43][N:40]([C@@H:31]([C:28]2[CH:27]=[CH:26][C:25]([Cl:24])=[CH:30][CH:29]=2)[C:32]2[CH:39]=[CH:38][CH:37]=[C:34]([C:35]#[N:36])[CH:33]=2)[CH2:41]1, predict the reactants needed to synthesize it. The reactants are: [Br:1][C:2]1[CH:3]=[C:4]([CH2:9][C:10]([O:12][CH3:13])=[O:11])[CH:5]=[C:6]([F:8])[CH:7]=1.[Li+].C[Si]([N-][Si](C)(C)C)(C)C.[Cl:24][C:25]1[CH:30]=[CH:29][C:28]([C@H:31]([N:40]2[CH2:43][C:42](=O)[CH2:41]2)[C:32]2[CH:33]=[C:34]([CH:37]=[CH:38][CH:39]=2)[C:35]#[N:36])=[CH:27][CH:26]=1.CCN(C(C)C)C(C)C.CS(Cl)(=O)=O. (5) The reactants are: [CH2:1]([C:5]1[N:10]2[N:11]=[CH:12][CH:13]=[C:9]2[N:8]([C@H:14]2[CH2:19][CH2:18][C@H:17]([OH:20])[CH2:16][CH2:15]2)[C:7](=[O:21])[C:6]=1[CH2:22][C:23]1[CH:24]=[CH:25][C:26]([C:29]2[CH:36]=[CH:35][CH:34]=[CH:33][C:30]=2[C:31]#[N:32])=[N:27][CH:28]=1)[CH2:2][CH2:3][CH3:4].[N+](=[CH:39][C:40]([O:42][CH2:43][CH3:44])=[O:41])=[N-].C(OCC)(=O)C.O. Given the product [CH2:1]([C:5]1[N:10]2[N:11]=[CH:12][CH:13]=[C:9]2[N:8]([C@H:14]2[CH2:19][CH2:18][C@H:17]([O:20][CH2:39][C:40]([O:42][CH2:43][CH3:44])=[O:41])[CH2:16][CH2:15]2)[C:7](=[O:21])[C:6]=1[CH2:22][C:23]1[CH:28]=[N:27][C:26]([C:29]2[CH:36]=[CH:35][CH:34]=[CH:33][C:30]=2[C:31]#[N:32])=[CH:25][CH:24]=1)[CH2:2][CH2:3][CH3:4], predict the reactants needed to synthesize it.